This data is from Reaction yield outcomes from USPTO patents with 853,638 reactions. The task is: Predict the reaction yield, written as a fraction of the theoretical maximum amount of product (1.0 means a 100% yield; for example, 0.34 means a 34% yield). (1) The reactants are [CH2:1]([C:3]1[CH:4]=[C:5]2[C:9](=[CH:10][CH:11]=1)[N:8](S(C1C=CC=CC=1)(=O)=O)[CH2:7][CH2:6]2)[CH3:2].[OH-].[Na+]. The catalyst is Br. The product is [CH2:1]([C:3]1[CH:4]=[C:5]2[C:9](=[CH:10][CH:11]=1)[NH:8][CH2:7][CH2:6]2)[CH3:2]. The yield is 0.320. (2) The reactants are C[O:2][C:3]([C:5]1[CH:6]=[CH:7][C:8]2[N:9]([CH:21]=[N:22][CH:23]=2)[C:10]=1[NH:11][C:12]1[CH:17]=[CH:16][C:15]([S:18][CH3:19])=[CH:14][C:13]=1[F:20])=[O:4].[OH-].[Na+]. No catalyst specified. The product is [F:20][C:13]1[CH:14]=[C:15]([S:18][CH3:19])[CH:16]=[CH:17][C:12]=1[NH:11][C:10]1[N:9]2[CH:21]=[N:22][CH:23]=[C:8]2[CH:7]=[CH:6][C:5]=1[C:3]([OH:4])=[O:2]. The yield is 0.760. (3) The reactants are Br[C:2]1[CH:3]=[C:4]([CH2:9][CH2:10][C:11]2[NH:12][CH:13]=[C:14]([CH2:18][C:19]3[CH:20]=[N:21][C:22]([O:25][CH3:26])=[N:23][CH:24]=3)[C:15](=[O:17])[N:16]=2)[CH:5]=[CH:6][C:7]=1[F:8].[Cu][C:28]#[N:29]. The catalyst is CN1C(=O)CCC1. The yield is 0.306. The product is [F:8][C:7]1[CH:6]=[CH:5][C:4]([CH2:9][CH2:10][C:11]2[NH:12][CH:13]=[C:14]([CH2:18][C:19]3[CH:20]=[N:21][C:22]([O:25][CH3:26])=[N:23][CH:24]=3)[C:15](=[O:17])[N:16]=2)=[CH:3][C:2]=1[C:28]#[N:29]. (4) The reactants are [CH3:1][S:2][CH2:3][C:4]([OH:6])=O.C(N(C(C)C)C(C)C)C.ClC(OCC(C)C)=O.[Cl:24][C:25]1[C:29]([NH:30][CH3:31])=[CH:28][N:27]([C:32]2[CH:33]=[N:34][CH:35]=[CH:36][CH:37]=2)[N:26]=1. The catalyst is C(Cl)Cl. The product is [Cl:24][C:25]1[C:29]([N:30]([CH3:31])[C:4](=[O:6])[CH2:3][S:2][CH3:1])=[CH:28][N:27]([C:32]2[CH:33]=[N:34][CH:35]=[CH:36][CH:37]=2)[N:26]=1. The yield is 0.660.